This data is from Catalyst prediction with 721,799 reactions and 888 catalyst types from USPTO. The task is: Predict which catalyst facilitates the given reaction. (1) Reactant: [BH4-].[Na+].[F:3][C:4]1[CH:9]=[CH:8][C:7]([CH:10]([NH:23][C:24](=[O:30])[O:25][C:26]([CH3:29])([CH3:28])[CH3:27])[C:11]([C:13]2[C:22]3[C:17](=[CH:18][CH:19]=[CH:20][CH:21]=3)[CH:16]=[CH:15][CH:14]=2)=[O:12])=[CH:6][CH:5]=1.P([O-])(O)(O)=O.[Na+]. Product: [F:3][C:4]1[CH:5]=[CH:6][C:7]([CH:10]([NH:23][C:24](=[O:30])[O:25][C:26]([CH3:28])([CH3:27])[CH3:29])[CH:11]([OH:12])[C:13]2[C:22]3[C:17](=[CH:18][CH:19]=[CH:20][CH:21]=3)[CH:16]=[CH:15][CH:14]=2)=[CH:8][CH:9]=1. The catalyst class is: 5. (2) Reactant: [CH2:1]([C:5]1[CH:10]=[CH:9][C:8]([C:11]#[C:12][C:13]2[CH:39]=[CH:38][C:16]([CH2:17][N:18]([C:25]3[CH:37]=[CH:36][C:28]4[O:29]C(C)(C)[O:31][C:32](=[O:33])[C:27]=4[CH:26]=3)[C:19](=[O:24])[C:20]([CH3:23])([CH3:22])[CH3:21])=[CH:15][CH:14]=2)=[CH:7][CH:6]=1)[CH2:2][CH2:3][CH3:4].[OH-].[Na+]. Product: [CH2:1]([C:5]1[CH:6]=[CH:7][C:8]([C:11]#[C:12][C:13]2[CH:39]=[CH:38][C:16]([CH2:17][N:18]([C:19](=[O:24])[C:20]([CH3:22])([CH3:21])[CH3:23])[C:25]3[CH:37]=[CH:36][C:28]([OH:29])=[C:27]([CH:26]=3)[C:32]([OH:33])=[O:31])=[CH:15][CH:14]=2)=[CH:9][CH:10]=1)[CH2:2][CH2:3][CH3:4]. The catalyst class is: 14. (3) Reactant: [Cl:1][C:2]1[C:3]2[NH:10][CH:9]=[CH:8][C:4]=2[N:5]=[CH:6][N:7]=1.[C:11]([O:15][CH2:16][CH3:17])(=[O:14])[CH:12]=[CH2:13].C(=O)([O-])[O-].[K+].[K+].[Cl-].[NH4+]. Product: [Cl:1][C:2]1[C:3]2[N:10]([CH2:13][CH2:12][C:11]([O:15][CH2:16][CH3:17])=[O:14])[CH:9]=[CH:8][C:4]=2[N:5]=[CH:6][N:7]=1. The catalyst class is: 9.